From a dataset of Reaction yield outcomes from USPTO patents with 853,638 reactions. Predict the reaction yield, written as a fraction of the theoretical maximum amount of product (1.0 means a 100% yield; for example, 0.34 means a 34% yield). (1) The reactants are [F:1][C:2]([F:7])([F:6])[C:3]([OH:5])=[O:4].[OH:8][C:9]1([C:20]2[CH:25]=[CH:24][CH:23]=[CH:22][CH:21]=2)[CH2:12][N:11](C(OC(C)(C)C)=O)[CH2:10]1. The catalyst is ClCCl. The product is [F:1][C:2]([F:7])([F:6])[C:3]([OH:5])=[O:4].[OH:8][C:9]1([C:20]2[CH:25]=[CH:24][CH:23]=[CH:22][CH:21]=2)[CH2:12][NH:11][CH2:10]1. The yield is 0.680. (2) The reactants are [CH3:1][O:2][C:3]1[CH:4]=[C:5]([C:11]2([C:16]#[N:17])[CH2:15][CH2:14][CH2:13][CH2:12]2)[CH:6]=[CH:7][C:8]=1[O:9][CH3:10].[H-].[Al+3].[Li+].[H-].[H-].[H-]. The catalyst is CCOCC. The product is [CH3:1][O:2][C:3]1[CH:4]=[C:5]([C:11]2([CH2:16][NH2:17])[CH2:12][CH2:13][CH2:14][CH2:15]2)[CH:6]=[CH:7][C:8]=1[O:9][CH3:10]. The yield is 0.879. (3) The reactants are Cl.CN.[CH2:4]([N:6](CC)CC)C.[Br:11][C:12]1[CH:13]=[CH:14][C:15]([O:22][CH3:23])=[C:16]([S:18](Cl)(=[O:20])=[O:19])[CH:17]=1. The catalyst is C(Cl)Cl. The product is [Br:11][C:12]1[CH:13]=[CH:14][C:15]([O:22][CH3:23])=[C:16]([S:18]([NH:6][CH3:4])(=[O:20])=[O:19])[CH:17]=1. The yield is 0.816. (4) The reactants are [CH3:1][O:2][C:3]1[CH:4]=[C:5]([C:9]2[O:10][CH2:11][C:12](=[O:14])[N:13]=2)[CH:6]=[CH:7][CH:8]=1.N1C(C)=CC=CC=1C.[O:23](S(C(F)(F)F)(=O)=O)[S:24]([C:27]([F:30])([F:29])[F:28])(=O)=[O:25]. The catalyst is C(Cl)Cl. The product is [F:28][C:27]([F:30])([F:29])[S:24]([O:14][C:12]1[N:13]=[C:9]([C:5]2[CH:6]=[CH:7][CH:8]=[C:3]([O:2][CH3:1])[CH:4]=2)[O:10][CH:11]=1)(=[O:25])=[O:23]. The yield is 0.750. (5) The reactants are CO[C:3](=[O:24])[C:4]1[CH:9]=[CH:8][C:7]([O:10][CH2:11][C:12]2[C:13]([C:18]3[CH:23]=[CH:22][CH:21]=[CH:20][N:19]=3)=[N:14][O:15][C:16]=2[CH3:17])=[N:6][CH:5]=1.COC(=O)C1C=CC(OC[C:36]2[C:37]([C:42]3[CH:47]=CC=CC=3F)=[N:38][O:39][C:40]=2C)=NC=1.NC1CCOCC1. No catalyst specified. The product is [CH3:17][C:16]1[O:15][N:14]=[C:13]([C:18]2[CH:23]=[CH:22][CH:21]=[CH:20][N:19]=2)[C:12]=1[CH2:11][O:10][C:7]1[CH:8]=[CH:9][C:4]([C:3]([NH:38][CH:37]2[CH2:42][CH2:47][O:39][CH2:40][CH2:36]2)=[O:24])=[CH:5][N:6]=1. The yield is 0.790. (6) The reactants are FC(F)(F)C(O)=O.C(OC([N:15]([CH2:30][C:31]1[CH:36]=[CH:35][CH:34]=[CH:33][CH:32]=1)[NH:16][C:17]([CH:19]1[C:24](=O)[C@:23]2([CH3:29])[C:26]([CH3:28])([CH3:27])[C@H:20]1[CH2:21][CH2:22]2)=[O:18])=O)(C)(C)C. The catalyst is ClCCl. The product is [CH2:30]([N:15]1[C:24]2[C@:23]3([CH3:29])[C:26]([CH3:28])([CH3:27])[C@@H:20]([CH2:21][CH2:22]3)[C:19]=2[C:17](=[O:18])[NH:16]1)[C:31]1[CH:36]=[CH:35][CH:34]=[CH:33][CH:32]=1. The yield is 0.0700. (7) The reactants are [CH3:1][C:2]1[C:7]([CH2:8]O)=[CH:6][CH:5]=[C:4]([C:10]2[CH:15]=[CH:14][C:13]([C:16]([F:19])([F:18])[F:17])=[CH:12][CH:11]=2)[N:3]=1.S(Cl)([Cl:22])=O. The catalyst is ClCCl. The product is [Cl:22][CH2:8][C:7]1[C:2]([CH3:1])=[N:3][C:4]([C:10]2[CH:15]=[CH:14][C:13]([C:16]([F:19])([F:18])[F:17])=[CH:12][CH:11]=2)=[CH:5][CH:6]=1. The yield is 0.976. (8) The reactants are [CH2:1]([O:8][C:9]1[C:10](I)=[N:11][C:12]([Cl:15])=[CH:13][CH:14]=1)[C:2]1[CH:7]=[CH:6][CH:5]=[CH:4][CH:3]=1.C([Mg]Br)(C)C.[CH:22](=[O:24])[CH3:23].[Cl-].[NH4+]. The catalyst is O1CCCC1. The product is [CH2:1]([O:8][C:9]1[C:10]([CH:22]([OH:24])[CH3:23])=[N:11][C:12]([Cl:15])=[CH:13][CH:14]=1)[C:2]1[CH:7]=[CH:6][CH:5]=[CH:4][CH:3]=1. The yield is 0.520. (9) The reactants are [NH:1]1[C:9]2[C:4](=[CH:5][CH:6]=[CH:7][CH:8]=2)[CH2:3][C:2]1=[O:10].[Br:11]N1C(=O)CCC1=O. The catalyst is C(#N)C. The product is [Br:11][C:6]1[CH:5]=[C:4]2[C:9](=[CH:8][CH:7]=1)[NH:1][C:2](=[O:10])[CH2:3]2. The yield is 0.900.